Dataset: Reaction yield outcomes from USPTO patents with 853,638 reactions. Task: Predict the reaction yield, written as a fraction of the theoretical maximum amount of product (1.0 means a 100% yield; for example, 0.34 means a 34% yield). (1) The reactants are [NH2:1][C:2]([C:4]1[C:5]([F:18])=[C:6]([CH:14]=[CH:15][C:16]=1[F:17])[O:7][CH2:8][CH:9]=[CH:10][C:11]([OH:13])=[O:12])=[O:3]. The catalyst is C(O)CCC.[Rh]. The product is [NH2:1][C:2]([C:4]1[C:5]([F:18])=[C:6]([CH:14]=[CH:15][C:16]=1[F:17])[O:7][CH2:8][CH2:9][CH2:10][C:11]([O:13][CH2:2][CH2:4][CH2:16][CH3:15])=[O:12])=[O:3]. The yield is 0.870. (2) The reactants are [Cl:1][C:2]1[N:7]=[CH:6][C:5]([N:8]2[CH2:13][CH2:12][CH:11]([NH:14]C(=O)OC(C)(C)C)[CH2:10][CH2:9]2)=[CH:4][CH:3]=1.C1COCC1.CO. The catalyst is Cl.O1CCOCC1. The product is [ClH:1].[ClH:1].[Cl:1][C:2]1[N:7]=[CH:6][C:5]([N:8]2[CH2:13][CH2:12][CH:11]([NH2:14])[CH2:10][CH2:9]2)=[CH:4][CH:3]=1. The yield is 0.920. (3) The yield is 0.910. The product is [CH3:11][O:12][C:13]1[CH:20]=[CH:19][CH:18]=[CH:17][C:14]=1[C:15](=[NH:6])[NH2:16]. The catalyst is CCOCC. The reactants are [Li+].C[Si]([N-:6][Si](C)(C)C)(C)C.[CH3:11][O:12][C:13]1[CH:20]=[CH:19][CH:18]=[CH:17][C:14]=1[C:15]#[N:16]. (4) The reactants are [CH3:1][C:2]1[NH:3][C:4](=[O:26])[C:5]([CH2:11][C:12]2[CH:17]=[CH:16][C:15]([C:18]3[C:19]([C:24]#[N:25])=[CH:20][CH:21]=[CH:22][CH:23]=3)=[CH:14][CH:13]=2)=[C:6]([CH2:8][CH2:9][CH3:10])[N:7]=1.[CH3:27][C:28]1([CH3:41])[CH:37]=[CH:36][C:35]2[C:30](=[CH:31][CH:32]=[C:33](B(O)O)[CH:34]=2)[O:29]1.N1C=CC=CC=1.C(N(CC)CC)C. The catalyst is C(OCC)(=O)C.C([O-])(=O)C.[Cu+2].C([O-])(=O)C.ClCCl. The product is [CH3:27][C:28]1([CH3:41])[CH:37]=[CH:36][C:35]2[C:30](=[CH:31][CH:32]=[C:33]([N:3]3[C:4](=[O:26])[C:5]([CH2:11][C:12]4[CH:17]=[CH:16][C:15]([C:18]5[C:19]([C:24]#[N:25])=[CH:20][CH:21]=[CH:22][CH:23]=5)=[CH:14][CH:13]=4)=[C:6]([CH2:8][CH2:9][CH3:10])[N:7]=[C:2]3[CH3:1])[CH:34]=2)[O:29]1. The yield is 0.510. (5) The reactants are [O:1]=[C:2]1[C:10]2[C:5](=[CH:6][CH:7]=[CH:8][CH:9]=2)[C:4](=[O:11])[N:3]1[CH2:12][CH2:13][O:14][CH2:15][CH2:16][O:17][CH2:18][CH2:19][O:20][CH2:21][CH2:22][C:23]([O:25]C(C)(C)C)=[O:24]. The catalyst is FC(F)(F)C(O)=O. The product is [O:1]=[C:2]1[C:10]2[C:5](=[CH:6][CH:7]=[CH:8][CH:9]=2)[C:4](=[O:11])[N:3]1[CH2:12][CH2:13][O:14][CH2:15][CH2:16][O:17][CH2:18][CH2:19][O:20][CH2:21][CH2:22][C:23]([OH:25])=[O:24]. The yield is 0.840. (6) The reactants are [Cl:1][C:2]1[C:11]([NH:12][NH2:13])=[N:10][C:9]2[C:4](=[CH:5][CH:6]=[C:7]([CH3:14])[CH:8]=2)[N:3]=1.[CH:15](OC)(OC)OC. No catalyst specified. The product is [Cl:1][C:2]1[C:11]2[N:10]([CH:15]=[N:13][N:12]=2)[C:9]2[C:4]([N:3]=1)=[CH:5][CH:6]=[C:7]([CH3:14])[CH:8]=2. The yield is 0.620.